From a dataset of Full USPTO retrosynthesis dataset with 1.9M reactions from patents (1976-2016). Predict the reactants needed to synthesize the given product. Given the product [Cl:1][C:2]1[CH:3]=[CH:4][C:5]([O:8][C:9]([N:10]([CH2:12][C@H:13]2[CH2:18][CH2:17][C@H:16]([O:19][CH2:20][CH2:21][CH2:22][CH2:23][O:24][S:27]([CH3:26])(=[O:29])=[O:28])[CH2:15][CH2:14]2)[CH3:11])=[O:25])=[CH:6][CH:7]=1, predict the reactants needed to synthesize it. The reactants are: [Cl:1][C:2]1[CH:7]=[CH:6][C:5]([O:8][C:9](=[O:25])[N:10]([CH2:12][C@H:13]2[CH2:18][CH2:17][C@H:16]([O:19][CH2:20][CH2:21][CH2:22][CH2:23][OH:24])[CH2:15][CH2:14]2)[CH3:11])=[CH:4][CH:3]=1.[CH3:26][S:27](Cl)(=[O:29])=[O:28].